Dataset: Experimentally validated miRNA-target interactions with 360,000+ pairs, plus equal number of negative samples. Task: Binary Classification. Given a miRNA mature sequence and a target amino acid sequence, predict their likelihood of interaction. (1) The miRNA is hsa-miR-4779 with sequence UAGGAGGGAAUAGUAAAAGCAG. The protein sequence of the target gene is MEDVEARFAHLLQPIRDLTKNWEVDVAAQLGEYLEELDQICISFDEGKTTMNFIEAALLIQGSACVYSKKVEYLYSLVYQALDFISGKRRAKQLSSVQEDRANGVASSGVPQEAENEFLSLDDFPDSRTNVDLKNDQTPSEVLIIPLLPMALVAPDEMEKNNNPLYSRQGEVLASRKDFRMNTCVPHPRGAFMLEPEGMSPMEPAGVSPMPGTQKDTGRTEEQPMEVSVCRSPVPALGFSQEPGPSPEGPMPLGGGEDEDAEEAVELPEASAPKAALEPKESRSPQQSAALPRRYMLRER.... Result: 0 (no interaction). (2) Result: 0 (no interaction). The protein sequence of the target gene is MAAVTVNSAKRGLRAELKQRLRALSAEERLRQSLLLTQKVIAHNQYQNSKRISIFLSMQDEVETEVIIKDIFKQGKICFIPRYQFQSNHMDMVRLTSSEEIALLPKTSWNIHQPGEGDVREEALSTGGLDLIFLPGLGFDKDGNRLGRGKGYYDTYLKRCVQHQEVKPYTMALAFKEQICPQIPVDEHDMKVDEVLYEDSPAS. The miRNA is hsa-miR-5089-3p with sequence AUGCUACUCGGAAAUCCCACUGA. (3) The miRNA is hsa-miR-892b with sequence CACUGGCUCCUUUCUGGGUAGA. The protein sequence of the target gene is MSELEKAMVALIDVFHQYSGREGDKHKLKKSELKELINNELSHFLEEIKEQEVVDKVMETLDEDGDGECDFQEFMAFVAMVTTACHEFFEHE. Result: 0 (no interaction). (4) The protein sequence of the target gene is MLTRLFSEPGLLSDVPKFASWGDGEDDEPRSDKGDAPPPPPPAPGPGAPGPARAAKPVPLRGEEGTEATLAEVKEEGELGGEEEEEEEEEEGLDEAEGERPKKRGPKKRKMTKARLERSKLRRQKANARERNRMHDLNAALDNLRKVVPCYSKTQKLSKIETLRLAKNYIWALSEILRSGKRPDLVSYVQTLCKGLSQPTTNLVAGCLQLNSRNFLTEQGADGAGRFHGSGGPFAMHPYPYPCSRLAGAQCQAAGGLGGGAAHALRTHGYCAAYETLYAAAGGGGASPDYNSSEYEGPLS.... The miRNA is hsa-miR-4716-3p with sequence AAGGGGGAAGGAAACAUGGAGA. Result: 1 (interaction).